Dataset: Peptide-MHC class I binding affinity with 185,985 pairs from IEDB/IMGT. Task: Regression. Given a peptide amino acid sequence and an MHC pseudo amino acid sequence, predict their binding affinity value. This is MHC class I binding data. (1) The peptide sequence is YLRRRIGMI. The MHC is HLA-B08:02 with pseudo-sequence HLA-B08:02. The binding affinity (normalized) is 0.556. (2) The peptide sequence is QQILQQQL. The MHC is H-2-Kb with pseudo-sequence H-2-Kb. The binding affinity (normalized) is 0.237. (3) The peptide sequence is GLYNHNNTTY. The MHC is HLA-A11:01 with pseudo-sequence HLA-A11:01. The binding affinity (normalized) is 0.600.